Dataset: Reaction yield outcomes from USPTO patents with 853,638 reactions. Task: Predict the reaction yield, written as a fraction of the theoretical maximum amount of product (1.0 means a 100% yield; for example, 0.34 means a 34% yield). The reactants are [C:1]([CH:4]1[N:24]([C:25]([O:27][C:28]([CH3:31])([CH3:30])[CH3:29])=[O:26])[CH2:23][C:7]2[N:8]([CH2:15][C:16]3[CH:21]=[CH:20][C:19]([F:22])=[CH:18][CH:17]=3)[C:9]3[C:14]([C:6]=2[CH2:5]1)=[CH:13][CH:12]=[CH:11][CH:10]=3)(=O)[NH2:2].CSC. The catalyst is C1COCC1. The product is [NH2:2][CH2:1][CH:4]1[N:24]([C:25]([O:27][C:28]([CH3:31])([CH3:30])[CH3:29])=[O:26])[CH2:23][C:7]2[N:8]([CH2:15][C:16]3[CH:21]=[CH:20][C:19]([F:22])=[CH:18][CH:17]=3)[C:9]3[C:14]([C:6]=2[CH2:5]1)=[CH:13][CH:12]=[CH:11][CH:10]=3. The yield is 0.620.